From a dataset of Catalyst prediction with 721,799 reactions and 888 catalyst types from USPTO. Predict which catalyst facilitates the given reaction. (1) Reactant: [NH2:1][C:2]1[CH:3]=[C:4]2[O:11][CH2:10][CH:9]([NH:12][C:13](=[O:16])[CH2:14][CH3:15])[CH2:8][C:5]2=[N:6][CH:7]=1.[F:17][CH2:18][C@H:19]([C:21]1[CH:26]=[CH:25][C:24]([S:27](Cl)(=[O:29])=[O:28])=[CH:23][CH:22]=1)[CH3:20]. Product: [F:17][CH2:18][C@H:19]([C:21]1[CH:26]=[CH:25][C:24]([S:27]([NH:1][C:2]2[CH:3]=[C:4]3[O:11][CH2:10][CH:9]([NH:12][C:13](=[O:16])[CH2:14][CH3:15])[CH2:8][C:5]3=[N:6][CH:7]=2)(=[O:29])=[O:28])=[CH:23][CH:22]=1)[CH3:20]. The catalyst class is: 202. (2) Reactant: [OH:1][C@@H:2]([CH2:10][CH3:11])[C:3]([O:5][C:6]([CH3:9])([CH3:8])[CH3:7])=[O:4].N1C(C)=CC=CC=1C.[S:20](O[S:20]([C:23]([F:26])([F:25])[F:24])(=[O:22])=[O:21])([C:23]([F:26])([F:25])[F:24])(=[O:22])=[O:21].Cl. Product: [F:24][C:23]([F:26])([F:25])[S:20]([O:1][C@@H:2]([CH2:10][CH3:11])[C:3]([O:5][C:6]([CH3:7])([CH3:9])[CH3:8])=[O:4])(=[O:22])=[O:21]. The catalyst class is: 614. (3) Reactant: [F:1][C:2]1[CH:8]=[C:7]([N+:9]([O-:11])=[O:10])[CH:6]=[CH:5][C:3]=1[NH2:4].C([O-])([O-])=O.[Cs+].[Cs+].Cl[CH2:19][CH2:20][CH2:21][CH:22]1[CH2:26][CH2:25][CH2:24][O:23]1.N#N. Product: [F:1][C:2]1[CH:8]=[C:7]([N+:9]([O-:11])=[O:10])[CH:6]=[CH:5][C:3]=1[NH:4][CH2:19][CH2:20][CH2:21][CH:22]1[CH2:26][CH2:25][CH2:24][O:23]1. The catalyst class is: 3. (4) Reactant: [Cl:1][C:2]1[N:7]=[N:6][C:5]([NH2:8])=[CH:4][CH:3]=1.C([O-])(O)=O.[Na+].[Br:14]Br. Product: [Br:14][C:4]1[CH:3]=[C:2]([Cl:1])[N:7]=[N:6][C:5]=1[NH2:8]. The catalyst class is: 5. (5) Reactant: Cl.[N+:2]([C:5]1[CH:6]=[C:7]2[C:11](=[CH:12][CH:13]=1)[CH2:10][CH:9](N)[CH2:8]2)([O-:4])=[O:3].C=O.[C:17]([BH3-])#[N:18].[Na+].[CH3:21]C(O)=O. Product: [CH3:21][N:18]([CH3:17])[CH:9]1[CH2:8][C:7]2[C:11](=[CH:12][CH:13]=[C:5]([N+:2]([O-:4])=[O:3])[CH:6]=2)[CH2:10]1. The catalyst class is: 26. (6) Reactant: [NH:1]1[CH2:6][CH2:5][NH:4][CH2:3][CH2:2]1.Cl[C:8]1[C:9]([Cl:17])=[N:10][C:11]2[C:12](=[CH:14][S:15][CH:16]=2)[N:13]=1. Product: [Cl:17][C:9]1[C:8]([N:1]2[CH2:6][CH2:5][NH:4][CH2:3][CH2:2]2)=[N:13][C:12]2[C:11](=[CH:16][S:15][CH:14]=2)[N:10]=1. The catalyst class is: 14.